Dataset: NCI-60 drug combinations with 297,098 pairs across 59 cell lines. Task: Regression. Given two drug SMILES strings and cell line genomic features, predict the synergy score measuring deviation from expected non-interaction effect. Drug 1: CCN(CC)CCNC(=O)C1=C(NC(=C1C)C=C2C3=C(C=CC(=C3)F)NC2=O)C. Drug 2: B(C(CC(C)C)NC(=O)C(CC1=CC=CC=C1)NC(=O)C2=NC=CN=C2)(O)O. Cell line: HS 578T. Synergy scores: CSS=50.3, Synergy_ZIP=0.0612, Synergy_Bliss=-3.05, Synergy_Loewe=-43.6, Synergy_HSA=-6.19.